From a dataset of Forward reaction prediction with 1.9M reactions from USPTO patents (1976-2016). Predict the product of the given reaction. (1) Given the reactants C([S:8][C:9]1[CH:14]=[C:13]([CH3:15])[CH:12]=[CH:11][N:10]=1)C1C=CC=CC=1.[OH2:16].ClN1C(=[O:23])CCC1=O.[F-:25].[K+], predict the reaction product. The product is: [CH3:15][C:13]1[CH:12]=[CH:11][N:10]=[C:9]([S:8]([F:25])(=[O:23])=[O:16])[CH:14]=1. (2) Given the reactants [F:1][C:2]1[N:10]=[C:9]([F:11])[CH:8]=[CH:7][C:3]=1[C:4](O)=[O:5].S(Cl)([Cl:14])=O, predict the reaction product. The product is: [F:1][C:2]1[N:10]=[C:9]([F:11])[CH:8]=[CH:7][C:3]=1[C:4]([Cl:14])=[O:5]. (3) The product is: [CH3:1][S:2][C:3]1[N:8]=[C:7]([C:9]2[C:10]([CH:18]([C:20]3[CH:25]=[CH:24][CH:23]=[CH:22][CH:21]=3)[OH:19])=[N:11][N:12]3[CH:17]=[CH:16][CH:15]=[CH:14][C:13]=23)[CH:6]=[CH:5][N:4]=1. Given the reactants [CH3:1][S:2][C:3]1[N:8]=[C:7]([C:9]2[C:10]([CH:18]=[O:19])=[N:11][N:12]3[CH:17]=[CH:16][CH:15]=[CH:14][C:13]=23)[CH:6]=[CH:5][N:4]=1.[C:20]1([Mg]Br)[CH:25]=[CH:24][CH:23]=[CH:22][CH:21]=1, predict the reaction product. (4) Given the reactants [CH2:1]([O:8][C:9]1[CH:14]=[CH:13][C:12]([CH:15]2[CH2:20][CH2:19][C:18](=O)[CH2:17][CH2:16]2)=[CH:11][CH:10]=1)[C:2]1[CH:7]=[CH:6][CH:5]=[CH:4][CH:3]=1.[NH:22]1[CH2:26][CH2:25][CH2:24][CH2:23]1, predict the reaction product. The product is: [CH2:1]([O:8][C:9]1[CH:14]=[CH:13][C:12]([CH:15]2[CH2:20][CH2:19][C:18]([N:22]3[CH2:26][CH2:25][CH2:24][CH2:23]3)=[CH:17][CH2:16]2)=[CH:11][CH:10]=1)[C:2]1[CH:7]=[CH:6][CH:5]=[CH:4][CH:3]=1. (5) Given the reactants [NH2:1][C@H:2]([CH2:32][C:33]1[CH:38]=[CH:37][CH:36]=[CH:35][CH:34]=1)[C:3]([N:5]1[CH2:10][CH2:9][CH:8]([N:11]2[N:20]=[C:19]([C:21]3[CH:26]=[CH:25][C:24]([O:27][CH3:28])=[C:23]([O:29][CH3:30])[CH:22]=3)[C@@H:18]3[C@@H:13]([CH2:14][CH2:15][CH2:16][CH2:17]3)[C:12]2=[O:31])[CH2:7][CH2:6]1)=[O:4].[CH:39]1([CH2:42][O:43][C:44]2[CH:52]=[CH:51][C:47]3[O:48][CH2:49][O:50][C:46]=3[C:45]=2[C:53]2[C:54]3[NH:61][CH:60]=[C:59]([C:62](O)=[O:63])[C:55]=3[N:56]=[CH:57][N:58]=2)[CH2:41][CH2:40]1.CCOC(C(C#N)=NOC(N1CCOCC1)=[N+](C)C)=O.F[P-](F)(F)(F)(F)F.CCN(C(C)C)C(C)C, predict the reaction product. The product is: [CH:39]1([CH2:42][O:43][C:44]2[CH:52]=[CH:51][C:47]3[O:48][CH2:49][O:50][C:46]=3[C:45]=2[C:53]2[C:54]3[NH:61][CH:60]=[C:59]([C:62]([NH:1][C@H:2]([CH2:32][C:33]4[CH:34]=[CH:35][CH:36]=[CH:37][CH:38]=4)[C:3]([N:5]4[CH2:6][CH2:7][CH:8]([N:11]5[N:20]=[C:19]([C:21]6[CH:26]=[CH:25][C:24]([O:27][CH3:28])=[C:23]([O:29][CH3:30])[CH:22]=6)[C@@H:18]6[C@@H:13]([CH2:14][CH2:15][CH2:16][CH2:17]6)[C:12]5=[O:31])[CH2:9][CH2:10]4)=[O:4])=[O:63])[C:55]=3[N:56]=[CH:57][N:58]=2)[CH2:40][CH2:41]1. (6) Given the reactants [Br:1][C:2]1[CH:7]=[C:6](Br)[C:5]([N+:9]([O-:11])=[O:10])=[CH:4][N:3]=1.[CH3:12][NH2:13].C([O-])([O-])=O.[K+].[K+], predict the reaction product. The product is: [Br:1][C:2]1[CH:7]=[C:6]([NH:13][CH3:12])[C:5]([N+:9]([O-:11])=[O:10])=[CH:4][N:3]=1.